This data is from Catalyst prediction with 721,799 reactions and 888 catalyst types from USPTO. The task is: Predict which catalyst facilitates the given reaction. (1) Reactant: [NH:1]1[C:9]2[C:4](=[CH:5][CH:6]=[CH:7][CH:8]=2)[CH:3]=[CH:2]1.CC(C)([O-])C.[K+].[I:16]I.S(Cl)(Cl)(=O)=O.[F:23][C:24]1[CH:43]=[CH:42][C:27]([CH2:28][NH:29][C:30]([C:32]2[CH:37]=[CH:36][C:35]([S:38](Cl)(=[O:40])=[O:39])=[CH:34][CH:33]=2)=[O:31])=[CH:26][CH:25]=1. Product: [F:23][C:24]1[CH:43]=[CH:42][C:27]([CH2:28][NH:29][C:30](=[O:31])[C:32]2[CH:37]=[CH:36][C:35]([S:38]([N:1]3[C:9]4[C:4](=[CH:5][CH:6]=[CH:7][CH:8]=4)[C:3]([I:16])=[CH:2]3)(=[O:40])=[O:39])=[CH:34][CH:33]=2)=[CH:26][CH:25]=1. The catalyst class is: 3. (2) Reactant: C([O:8][C:9]1[C:14]([CH2:15][N:16]2[CH2:25][CH2:24][C:23]3[C:18](=[C:19]([Cl:30])[C:20]([O:26][CH:27]([CH3:29])[CH3:28])=[N:21][CH:22]=3)[C:17]2=[O:31])=[C:13]([CH3:32])[CH:12]=[C:11]([CH3:33])[N:10]=1)C1C=CC=CC=1. Product: [Cl:30][C:19]1[C:20]([O:26][CH:27]([CH3:29])[CH3:28])=[N:21][CH:22]=[C:23]2[C:18]=1[C:17](=[O:31])[N:16]([CH2:15][C:14]1[C:9](=[O:8])[NH:10][C:11]([CH3:33])=[CH:12][C:13]=1[CH3:32])[CH2:25][CH2:24]2. The catalyst class is: 67. (3) Reactant: [Cl:1][C:2]1[CH:3]=[C:4]2[C:9](=[CH:10][C:11]=1[O:12][C:13]1[CH:18]=[CH:17][C:16]([C:19](=[O:31])[NH:20][CH2:21][CH:22]([C:24]3[CH:29]=[CH:28][C:27]([Cl:30])=[CH:26][CH:25]=3)[OH:23])=[CH:15][CH:14]=1)[O:8][CH2:7][CH2:6][CH:5]2[C:32]([O:34]CC)=[O:33].[OH-].[Na+]. Product: [Cl:1][C:2]1[CH:3]=[C:4]2[C:9](=[CH:10][C:11]=1[O:12][C:13]1[CH:18]=[CH:17][C:16]([C:19](=[O:31])[NH:20][CH2:21][CH:22]([C:24]3[CH:25]=[CH:26][C:27]([Cl:30])=[CH:28][CH:29]=3)[OH:23])=[CH:15][CH:14]=1)[O:8][CH2:7][CH2:6][CH:5]2[C:32]([OH:34])=[O:33]. The catalyst class is: 219. (4) Reactant: Br[CH2:2][C:3]1[CH:4]=[C:5]([CH:10]=[CH:11][CH:12]=1)[C:6]([O:8][CH3:9])=[O:7].[CH3:13][S:14]([O-])(=[O:16])=[O:15].[Na+]. Product: [CH3:13][S:14]([CH2:2][C:3]1[CH:4]=[C:5]([CH:10]=[CH:11][CH:12]=1)[C:6]([O:8][CH3:9])=[O:7])(=[O:16])=[O:15]. The catalyst class is: 1. (5) Reactant: [CH3:1][CH:2]([CH3:23])[C@H:3]([NH:8][C:9]([C:11]1[O:12][C:13]([C:16]2[CH:21]=[CH:20][C:19]([OH:22])=[CH:18][N:17]=2)=[CH:14][CH:15]=1)=[O:10])[C:4](=[O:7])[NH:5][CH3:6].[F:24][C:25]([F:38])([F:37])[S:26](O[S:26]([C:25]([F:38])([F:37])[F:24])(=[O:28])=[O:27])(=[O:28])=[O:27].O. Product: [CH3:1][CH:2]([CH3:23])[C@H:3]([NH:8][C:9]([C:11]1[O:12][C:13]([C:16]2[N:17]=[CH:18][C:19]([O:22][S:26]([C:25]([F:38])([F:37])[F:24])(=[O:28])=[O:27])=[CH:20][CH:21]=2)=[CH:14][CH:15]=1)=[O:10])[C:4](=[O:7])[NH:5][CH3:6]. The catalyst class is: 272. (6) Reactant: [S:1]1[C:5]2=[CH:6][N:7]=[CH:8][CH:9]=[C:4]2[CH:3]=[CH:2]1.C([Li])CCC.[C:15]1([CH:21]=[N:22][S:23]([C:26]2[CH:36]=[CH:35][C:29]3[O:30][CH2:31][CH2:32][CH2:33][O:34][C:28]=3[CH:27]=2)(=[O:25])=[O:24])[CH:20]=[CH:19][CH:18]=[CH:17][CH:16]=1. Product: [C:15]1([CH:21]([C:2]2[S:1][C:5]3=[CH:6][N:7]=[CH:8][CH:9]=[C:4]3[CH:3]=2)[NH:22][S:23]([C:26]2[CH:36]=[CH:35][C:29]3[O:30][CH2:31][CH2:32][CH2:33][O:34][C:28]=3[CH:27]=2)(=[O:24])=[O:25])[CH:16]=[CH:17][CH:18]=[CH:19][CH:20]=1. The catalyst class is: 188. (7) Reactant: [C:1]1([C:7](=[C:18]2[CH2:23][C:22]([CH3:25])([CH3:24])[CH2:21][C:20]([CH3:27])([CH3:26])[CH2:19]2)[C:8]2[CH:17]=[CH:16][C:11]([C:12]([O:14]C)=[O:13])=[CH:10][CH:9]=2)[CH:6]=[CH:5][CH:4]=[CH:3][CH:2]=1.C1COCC1.CCO.[OH-].[Na+]. Product: [C:1]1([C:7](=[C:18]2[CH2:19][C:20]([CH3:27])([CH3:26])[CH2:21][C:22]([CH3:25])([CH3:24])[CH2:23]2)[C:8]2[CH:9]=[CH:10][C:11]([C:12]([OH:14])=[O:13])=[CH:16][CH:17]=2)[CH:2]=[CH:3][CH:4]=[CH:5][CH:6]=1. The catalyst class is: 818. (8) Reactant: [CH3:1][N:2]([CH:22]1[CH2:27][CH2:26][N:25]([CH2:28][C:29]2[CH:34]=[CH:33][N:32]=[C:31]([C:35]3[CH:40]=[C:39]([O:41][CH3:42])[C:38]([O:43]C)=[C:37]([O:45][CH3:46])[CH:36]=3)[CH:30]=2)[CH2:24][CH2:23]1)[CH2:3][C:4]1[CH:9]=[CH:8][N:7]=[C:6]([C:10]2[CH:15]=[C:14]([O:16][CH3:17])[C:13]([O:18]C)=[C:12]([O:20][CH3:21])[CH:11]=2)[CH:5]=1.I[Si](C)(C)C.O.C(=O)([O-])O.[Na+].[Cl:58]CCl. Product: [ClH:58].[ClH:58].[ClH:58].[ClH:58].[CH3:1][N:2]([CH:22]1[CH2:23][CH2:24][N:25]([CH2:28][C:29]2[CH:34]=[CH:33][N:32]=[C:31]([C:35]3[CH:36]=[C:37]([O:45][CH3:46])[C:38]([OH:43])=[C:39]([O:41][CH3:42])[CH:40]=3)[CH:30]=2)[CH2:26][CH2:27]1)[CH2:3][C:4]1[CH:9]=[CH:8][N:7]=[C:6]([C:10]2[CH:11]=[C:12]([O:20][CH3:21])[C:13]([OH:18])=[C:14]([O:16][CH3:17])[CH:15]=2)[CH:5]=1. The catalyst class is: 13.